The task is: Predict the reactants needed to synthesize the given product.. This data is from Full USPTO retrosynthesis dataset with 1.9M reactions from patents (1976-2016). (1) Given the product [NH2:8][C@@H:9]([CH2:44][CH2:45][CH2:46][CH2:47][NH2:48])[C:10]([O:12][C@@H:13]1[CH2:29][C:28]2[C@@:16]([CH3:43])([CH:17]3[CH:25]([CH2:26][CH:27]=2)[CH:24]2[C@@:20]([CH3:42])([C@@H:21]([C:30]4[N:31]=[N:32][N:33]([CH2:35][C:36]5[CH:37]=[CH:38][CH:39]=[CH:40][CH:41]=5)[CH:34]=4)[CH2:22][CH2:23]2)[CH2:19][CH2:18]3)[CH2:15][CH2:14]1)=[O:11], predict the reactants needed to synthesize it. The reactants are: C(OC([NH:8][C@@H:9]([CH2:44][CH2:45][CH2:46][CH2:47][NH:48]C(OC(C)(C)C)=O)[C:10]([O:12][C@@H:13]1[CH2:29][C:28]2[C@@:16]([CH3:43])([CH:17]3[CH:25]([CH2:26][CH:27]=2)[CH:24]2[C@@:20]([CH3:42])([C@@H:21]([C:30]4[N:31]=[N:32][N:33]([CH2:35][C:36]5[CH:41]=[CH:40][CH:39]=[CH:38][CH:37]=5)[CH:34]=4)[CH2:22][CH2:23]2)[CH2:19][CH2:18]3)[CH2:15][CH2:14]1)=[O:11])=O)(C)(C)C. (2) Given the product [Cl:22][C:19]1[CH:20]=[CH:21][C:16]([C:14]([C:11]2[CH:12]=[C:13]3[C:8](=[CH:9][CH:10]=2)[N:7]=[CH:23][CH:24]=[C:25]3[CH3:26])=[O:15])=[CH:17][CH:18]=1, predict the reactants needed to synthesize it. The reactants are: Cl.C(OCC)C.[NH2:7][C:8]1[CH:13]=[CH:12][C:11]([C:14]([C:16]2[CH:21]=[CH:20][C:19]([Cl:22])=[CH:18][CH:17]=2)=[O:15])=[CH:10][CH:9]=1.[CH3:23][C:24](=O)[CH:25]=[CH2:26].[NH4+].[OH-]. (3) Given the product [C:4]([O:8][C:9]([N:11]1[CH2:16][CH2:15][CH:14]([N:17]2[C:21]3=[N:22][C:23]([O:29][CH3:28])=[N:24][C:25]([O:2][CH3:1])=[C:20]3[CH:19]=[N:18]2)[CH2:13][CH2:12]1)=[O:10])([CH3:7])([CH3:6])[CH3:5], predict the reactants needed to synthesize it. The reactants are: [CH3:1][O-:2].[Na+].[C:4]([O:8][C:9]([N:11]1[CH2:16][CH2:15][CH:14]([N:17]2[C:21]3=[N:22][C:23](Cl)=[N:24][C:25](Cl)=[C:20]3[CH:19]=[N:18]2)[CH2:13][CH2:12]1)=[O:10])([CH3:7])([CH3:6])[CH3:5].[CH3:28][OH:29]. (4) Given the product [F:26][C:27]([F:42])([F:41])[C:28]1[CH:33]=[C:32]([C:34]([F:37])([F:36])[F:35])[CH:31]=[CH:30][C:29]=1[C:2]1[CH:25]=[CH:24][CH:23]=[C:4]([CH2:5][N:6]2[CH:11]=[C:10]3[N:12]=[C:13]([C:15]4[CH:20]=[CH:19][CH:18]=[C:17]([F:21])[C:16]=4[F:22])[N:14]=[C:9]3[CH:8]=[N:7]2)[CH:3]=1, predict the reactants needed to synthesize it. The reactants are: Br[C:2]1[CH:3]=[C:4]([CH:23]=[CH:24][CH:25]=1)[CH2:5][N:6]1[CH:11]=[C:10]2[N:12]=[C:13]([C:15]3[CH:20]=[CH:19][CH:18]=[C:17]([F:21])[C:16]=3[F:22])[N:14]=[C:9]2[CH:8]=[N:7]1.[F:26][C:27]([F:42])([F:41])[C:28]1[CH:33]=[C:32]([C:34]([F:37])([F:36])[F:35])[CH:31]=[CH:30][C:29]=1B(O)O. (5) Given the product [CH3:21][NH:20][C:16]1[CH:15]=[C:14]([NH:13][C:11]([C:10]2[C:5]([NH:4][CH2:1][CH2:2][CH3:3])=[N:6][C:7]([NH:28][CH2:29][CH2:30][C:31]3[CH:32]=[CH:33][N:34]=[CH:35][CH:36]=3)=[N:8][CH:9]=2)=[O:12])[CH:19]=[CH:18][CH:17]=1, predict the reactants needed to synthesize it. The reactants are: [CH2:1]([NH:4][C:5]1[C:10]([C:11]([NH:13][C:14]2[CH:19]=[CH:18][CH:17]=[C:16]([N:20](C)[C:21](=O)C(F)(F)F)[CH:15]=2)=[O:12])=[CH:9][N:8]=[C:7]([NH:28][CH2:29][CH2:30][C:31]2[CH:36]=[CH:35][N:34]=[CH:33][CH:32]=2)[N:6]=1)[CH2:2][CH3:3].C(=O)([O-])[O-].[K+].[K+].C(Cl)(Cl)Cl. (6) The reactants are: [CH:1]1([OH:5])[CH2:4][CH2:3][CH2:2]1.[N+](=[CH:8][C:9]([O:11][CH2:12][CH3:13])=[O:10])=[N-]. Given the product [CH2:12]([O:11][C:9](=[O:10])[CH2:8][O:5][CH:1]1[CH2:4][CH2:3][CH2:2]1)[CH3:13], predict the reactants needed to synthesize it. (7) Given the product [CH3:12][O:13][CH:14]([O:17][CH3:18])[CH2:15][NH:16][C:2](=[O:3])[O:4][CH2:5][C:6]1[CH:11]=[CH:10][CH:9]=[CH:8][CH:7]=1, predict the reactants needed to synthesize it. The reactants are: Cl[C:2]([O:4][CH2:5][C:6]1[CH:11]=[CH:10][CH:9]=[CH:8][CH:7]=1)=[O:3].[CH3:12][O:13][CH:14]([O:17][CH3:18])[CH2:15][NH2:16].[OH-].[Na+]. (8) The reactants are: [CH2:1]([C@@H:4]1[S:9](=[O:11])(=[O:10])[C:8]([CH3:13])([CH3:12])[C:7]([NH:14][C:15](=[O:21])[O:16][C:17]([CH3:20])([CH3:19])[CH3:18])=[N:6][C@@:5]1([C:23]1[CH:28]=[C:27]([N+:29]([O-:31])=[O:30])[CH:26]=[CH:25][C:24]=1[F:32])[CH3:22])[CH:2]=[CH2:3].[C:33](O[C:33]([O:35][C:36]([CH3:39])([CH3:38])[CH3:37])=[O:34])([O:35][C:36]([CH3:39])([CH3:38])[CH3:37])=[O:34].C(N(CC)CC)C. Given the product [CH2:1]([C@H:4]1[C@:5]([C:23]2[CH:28]=[C:27]([N+:29]([O-:31])=[O:30])[CH:26]=[CH:25][C:24]=2[F:32])([CH3:22])[N:6]=[C:7]([N:14]([C:33]([O:35][C:36]([CH3:39])([CH3:38])[CH3:37])=[O:34])[C:15](=[O:21])[O:16][C:17]([CH3:20])([CH3:18])[CH3:19])[C:8]([CH3:12])([CH3:13])[S:9]1(=[O:11])=[O:10])[CH:2]=[CH2:3], predict the reactants needed to synthesize it. (9) Given the product [F:1][C:2]1[CH:28]=[C:27]([F:29])[CH:26]=[CH:25][C:3]=1[CH2:4][O:5][C:6]1[N:7]=[CH:8][N:9]([C:15]2[CH:16]=[C:17]([CH:21]=[CH:22][C:23]=2[CH3:24])[C:18]([NH:45][C@H:46]([CH3:49])[CH2:47][OH:48])=[O:20])[C:10](=[O:14])[C:11]=1[CH2:12][CH3:13], predict the reactants needed to synthesize it. The reactants are: [F:1][C:2]1[CH:28]=[C:27]([F:29])[CH:26]=[CH:25][C:3]=1[CH2:4][O:5][C:6]1[N:7]=[CH:8][N:9]([C:15]2[CH:16]=[C:17]([CH:21]=[CH:22][C:23]=2[CH3:24])[C:18]([OH:20])=O)[C:10](=[O:14])[C:11]=1[CH2:12][CH3:13].CN1CCOCC1.ClC(OCC(C)C)=O.[NH2:45][C@H:46]([CH3:49])[CH2:47][OH:48]. (10) Given the product [CH:20]1([C:23]2[O:10][N:9]=[C:8]([C:7]3[C:6]([Cl:11])=[CH:5][N:4]=[CH:3][C:2]=3[Cl:1])[C:24]=2[C:25]([O:27][CH2:28][CH3:29])=[O:26])[CH2:22][CH2:21]1, predict the reactants needed to synthesize it. The reactants are: [Cl:1][C:2]1[CH:3]=[N:4][CH:5]=[C:6]([Cl:11])[C:7]=1[CH:8]=[N:9][OH:10].ClN1C(=O)CCC1=O.[CH:20]1([C:23](=O)[CH2:24][C:25]([O:27][CH2:28][CH3:29])=[O:26])[CH2:22][CH2:21]1.[O-]CC.[Na+].C(O)C.